This data is from Full USPTO retrosynthesis dataset with 1.9M reactions from patents (1976-2016). The task is: Predict the reactants needed to synthesize the given product. (1) The reactants are: [C:1](OC(=O)C)(=[O:3])[CH3:2].[CH3:8][N:9]([CH3:41])[CH2:10][CH2:11][O:12][C:13]1[CH:18]=[CH:17][C:16]([C:19]2[C:27]3[C:22](=[CH:23][C:24]([C:28]4[CH:29]=[C:30]([NH2:34])[CH:31]=[CH:32][CH:33]=4)=[CH:25][CH:26]=3)[N:21]([C:35]3[CH:40]=[CH:39][N:38]=[CH:37][CH:36]=3)[CH:20]=2)=[CH:15][CH:14]=1.C(=O)(O)[O-].[Na+]. Given the product [CH3:8][N:9]([CH3:41])[CH2:10][CH2:11][O:12][C:13]1[CH:14]=[CH:15][C:16]([C:19]2[C:27]3[C:22](=[CH:23][C:24]([C:28]4[CH:29]=[C:30]([NH:34][C:1](=[O:3])[CH3:2])[CH:31]=[CH:32][CH:33]=4)=[CH:25][CH:26]=3)[N:21]([C:35]3[CH:36]=[CH:37][N:38]=[CH:39][CH:40]=3)[CH:20]=2)=[CH:17][CH:18]=1, predict the reactants needed to synthesize it. (2) Given the product [C:17]([O:22][CH2:2][CH:3]([OH:1])[CH2:4][CH3:5])(=[O:21])[C:18]([CH3:20])=[CH2:19], predict the reactants needed to synthesize it. The reactants are: [O:1]1[CH:3]([CH2:4][CH3:5])[CH2:2]1.COC1C=CC(O)=CC=1.[OH-].[K+].[C:17]([OH:22])(=[O:21])[C:18]([CH3:20])=[CH2:19]. (3) Given the product [ClH:31].[Cl:32][C:26]1[CH:27]=[C:28]([Cl:31])[CH:29]=[CH:30][C:25]=1[CH:20]1[C:19]2[CH:33]=[CH:34][CH:35]=[CH:36][C:18]=2[C:17]2[N:16]=[C:15]([NH:14][C:11]3[CH:12]=[CH:13][C:8]([CH2:48][CH2:47][N:44]4[CH2:45][CH2:46][N:41]([CH2:40][CH2:39][O:38][CH3:37])[CH2:42][CH2:43]4)=[CH:9][CH:10]=3)[N:24]=[CH:23][C:22]=2[CH2:21]1, predict the reactants needed to synthesize it. The reactants are: CS(OCC[C:8]1[CH:13]=[CH:12][C:11]([NH:14][C:15]2[N:24]=[CH:23][C:22]3[CH2:21][CH:20]([C:25]4[CH:30]=[CH:29][C:28]([Cl:31])=[CH:27][C:26]=4[Cl:32])[C:19]4[CH:33]=[CH:34][CH:35]=[CH:36][C:18]=4[C:17]=3[N:16]=2)=[CH:10][CH:9]=1)(=O)=O.[CH3:37][O:38][CH2:39][CH2:40][N:41]1[CH2:46][CH2:45][N:44]([CH2:47][CH2:48]N)[CH2:43][CH2:42]1. (4) Given the product [Br:1][C:2]1[CH:7]=[CH:6][C:5]2[O:8][C:12]([CH3:14])([CH3:13])[O:9][C:4]=2[CH:3]=1, predict the reactants needed to synthesize it. The reactants are: [Br:1][C:2]1[CH:3]=[C:4]([OH:9])[C:5]([OH:8])=[CH:6][CH:7]=1.CO[C:12](OC)([CH3:14])[CH3:13]. (5) Given the product [C:8]([C:7]1[S:6][C:5]([N:11]([C:12]2[CH:17]=[N:16][CH:15]=[CH:14][N:13]=2)[C:18](=[O:20])[CH3:19])=[N:4][C:3]=1[CH3:2])(=[O:10])[CH3:9], predict the reactants needed to synthesize it. The reactants are: Cl.[CH3:2][C:3]1[N:4]=[C:5]([NH:11][C:12]2[CH:17]=[N:16][CH:15]=[CH:14][N:13]=2)[S:6][C:7]=1[C:8](=[O:10])[CH3:9].[C:18](OC(=O)C)(=[O:20])[CH3:19]. (6) Given the product [NH2:1][C:2]1[S:3][C:4]2[CH:10]=[C:9]([CH2:11][C:12]([O:14][CH3:19])=[O:13])[CH:8]=[CH:7][C:5]=2[N:6]=1, predict the reactants needed to synthesize it. The reactants are: [NH2:1][C:2]1[S:3][C:4]2[CH:10]=[C:9]([CH2:11][C:12]([OH:14])=[O:13])[CH:8]=[CH:7][C:5]=2[N:6]=1.CO.Cl.O1CCOC[CH2:19]1.